From a dataset of Forward reaction prediction with 1.9M reactions from USPTO patents (1976-2016). Predict the product of the given reaction. (1) Given the reactants [CH3:1][C:2]1([CH3:20])[C:10]2[C:5](=[CH:6][CH:7]=[C:8](OS(C(F)(F)F)(=O)=O)[CH:9]=2)[C:4](=[O:19])[CH2:3]1.[Cl:21][C:22]1[CH:27]=[CH:26][C:25]([Cl:28])=[CH:24][C:23]=1B(O)O, predict the reaction product. The product is: [Cl:21][C:22]1[CH:27]=[CH:26][C:25]([Cl:28])=[CH:24][C:23]=1[C:8]1[CH:9]=[C:10]2[C:5](=[CH:6][CH:7]=1)[C:4](=[O:19])[CH2:3][C:2]2([CH3:20])[CH3:1]. (2) Given the reactants ClC(Cl)(Cl)CO[C:5](=[O:24])[NH:6][C:7]1[N:8]([C:16]2[CH:21]=[CH:20][C:19]([CH2:22][OH:23])=[CH:18][CH:17]=2)[N:9]=[C:10]([C:12]([CH3:15])([CH3:14])[CH3:13])[CH:11]=1.[CH2:27]([O:30][CH:31]1[CH2:36][CH2:35][N:34]([C:37]2[N:41]3[CH:42]=[C:43]([O:46][C@H:47]4[C:56]5[C:51](=[CH:52][CH:53]=[CH:54][CH:55]=5)[C@@H:50]([NH2:57])[CH2:49][CH2:48]4)[CH:44]=[CH:45][C:40]3=[N:39][N:38]=2)[CH2:33][CH2:32]1)[CH:28]=[CH2:29].CCN(C(C)C)C(C)C, predict the reaction product. The product is: [CH2:27]([O:30][CH:31]1[CH2:36][CH2:35][N:34]([C:37]2[N:41]3[CH:42]=[C:43]([O:46][C@H:47]4[C:56]5[C:51](=[CH:52][CH:53]=[CH:54][CH:55]=5)[C@@H:50]([NH:57][C:5]([NH:6][C:7]5[N:8]([C:16]6[CH:21]=[CH:20][C:19]([CH2:22][OH:23])=[CH:18][CH:17]=6)[N:9]=[C:10]([C:12]([CH3:14])([CH3:15])[CH3:13])[CH:11]=5)=[O:24])[CH2:49][CH2:48]4)[CH:44]=[CH:45][C:40]3=[N:39][N:38]=2)[CH2:33][CH2:32]1)[CH:28]=[CH2:29]. (3) Given the reactants [C:1]1([NH2:8])[CH:6]=[CH:5][CH:4]=[CH:3][C:2]=1[NH2:7].[CH:9]1[C:18]2[C:13](=[CH:14][CH:15]=[CH:16][CH:17]=2)[CH:12]=[CH:11][C:10]=1[CH:19]1[CH2:25][C:24](=O)[O:23][C:21](=[O:22])[CH2:20]1.[ClH:27], predict the reaction product. The product is: [ClH:27].[N:7]1[C:2]2[CH:3]=[CH:4][CH:5]=[CH:6][C:1]=2[NH:8][C:24]=1[CH2:25][CH:19]([C:10]1[CH:11]=[CH:12][C:13]2[C:18](=[CH:17][CH:16]=[CH:15][CH:14]=2)[CH:9]=1)[CH2:20][C:21]([OH:23])=[O:22].